From a dataset of Full USPTO retrosynthesis dataset with 1.9M reactions from patents (1976-2016). Predict the reactants needed to synthesize the given product. (1) The reactants are: [S:1]1[CH2:6][CH2:5][C:4](=[O:7])[CH2:3][CH2:2]1.[CH3:8][O:9][S:10]([C:13]([F:16])([F:15])[F:14])(=[O:12])=[O:11]. Given the product [OH:12][S:10]([C:13]([F:16])([F:15])[F:14])(=[O:11])=[O:9].[CH3:8][CH:2]1[CH2:3][C:4](=[O:7])[CH2:5][CH2:6][S:1]1, predict the reactants needed to synthesize it. (2) Given the product [Br:1][C:2]1[CH:3]=[CH:4][C:5]([NH:13][C@@H:14]([CH2:18][CH3:19])[C:15]([NH2:17])=[O:16])=[C:6]([N+:8]([O-:10])=[O:9])[CH:7]=1, predict the reactants needed to synthesize it. The reactants are: [Br:1][C:2]1[CH:3]=[CH:4][C:5](F)=[C:6]([N+:8]([O-:10])=[O:9])[CH:7]=1.Cl.[NH2:13][C@@H:14]([CH2:18][CH3:19])[C:15]([NH2:17])=[O:16]. (3) Given the product [CH:8]([C:6]1[CH:5]=[CH:4][N:3]=[C:2]([NH:10][C:11]2[CH:12]=[C:13]([C:18]3[S:22][C:21]([C:23]4([OH:27])[CH2:26][CH2:25][CH2:24]4)=[N:20][CH:19]=3)[CH:14]=[C:15]([CH3:17])[CH:16]=2)[N:7]=1)=[CH2:9], predict the reactants needed to synthesize it. The reactants are: Cl[C:2]1[N:7]=[C:6]([CH:8]=[CH2:9])[CH:5]=[CH:4][N:3]=1.[NH2:10][C:11]1[CH:12]=[C:13]([C:18]2[S:22][C:21]([C:23]3([OH:27])[CH2:26][CH2:25][CH2:24]3)=[N:20][CH:19]=2)[CH:14]=[C:15]([CH3:17])[CH:16]=1.CC1(C)C2C(=C(P(C3C=CC=CC=3)C3C=CC=CC=3)C=CC=2)OC2C(P(C3C=CC=CC=3)C3C=CC=CC=3)=CC=CC1=2.C(=O)([O-])[O-].[Cs+].[Cs+]. (4) The reactants are: C(NC(C)C)(C)C.C([Li])CCC.CCCCCC.[Br:19][C:20]1[C:21]([O:31][CH3:32])=[N:22][C:23]([C:27]([F:30])([F:29])[F:28])=[C:24]([Br:26])[CH:25]=1.[CH:33](OC)=[O:34]. Given the product [Br:19][C:20]1[C:21]([O:31][CH3:32])=[N:22][C:23]([C:27]([F:30])([F:29])[F:28])=[C:24]([Br:26])[C:25]=1[CH:33]=[O:34], predict the reactants needed to synthesize it. (5) Given the product [Cl:9][C:6]1[CH:7]=[CH:8][C:3]([O:2][CH3:1])=[C:4]([C:26]2[CH:27]=[N:28][CH:29]=[C:30]([CH:34]=2)[C:31]([OH:33])=[O:32])[CH:5]=1, predict the reactants needed to synthesize it. The reactants are: [CH3:1][O:2][C:3]1[CH:8]=[CH:7][C:6]([Cl:9])=[CH:5][C:4]=1B(O)O.C(C1C=CC(B(O)O)=CC=1)(O)=O.Br[C:26]1[CH:27]=[N:28][CH:29]=[C:30]([CH:34]=1)[C:31]([OH:33])=[O:32].